This data is from Choline transporter screen with 302,306 compounds. The task is: Binary Classification. Given a drug SMILES string, predict its activity (active/inactive) in a high-throughput screening assay against a specified biological target. (1) The molecule is Clc1ccc(C(OCc2nc(sc2)Nc2ccccc2)=O)cc1. The result is 0 (inactive). (2) The compound is S(=O)(=O)(NCCCn1ccnc1)c1cc(OC)c(F)cc1. The result is 0 (inactive). (3) The molecule is O(Cc1c(OC)ccc(c1)/C=N\NC(=O)c1cc(c([N+]([O-])=O)cc1)C)c1c(cccc1)C(=O)N. The result is 0 (inactive). (4) The compound is s1c(CNC(=O)CSc2ncccn2)ccc1. The result is 0 (inactive).